From a dataset of Catalyst prediction with 721,799 reactions and 888 catalyst types from USPTO. Predict which catalyst facilitates the given reaction. (1) The catalyst class is: 243. Reactant: [CH3:1][C:2]1[N:7]=[CH:6][N:5]=[C:4](OS(C2C=CC(C)=CC=2)(=O)=O)[CH:3]=1.[CH2:19]([C:24]1[CH:29]=[CH:28][CH:27]=[CH:26][CH:25]=1)[CH2:20][CH2:21][C:22]#[CH:23]. Product: [CH3:1][C:2]1[CH:3]=[C:4]([C:23]#[C:22][CH2:21][CH2:20][CH2:19][C:24]2[CH:25]=[CH:26][CH:27]=[CH:28][CH:29]=2)[N:5]=[CH:6][N:7]=1. (2) Reactant: C([N:8]1[CH:12]=[C:11]([CH2:13][CH2:14][C:15]([OH:17])=[O:16])[N:10]=[N:9]1)C1C=CC=CC=1.[H][H]. Product: [NH:8]1[CH:12]=[C:11]([CH2:13][CH2:14][C:15]([OH:17])=[O:16])[N:10]=[N:9]1. The catalyst class is: 19. (3) Reactant: [CH:1]([NH:4][C:5]1[C:10]([C:11]([OH:13])=O)=[CH:9][N:8]=[C:7]([C:14]([F:17])([F:16])[F:15])[N:6]=1)([CH3:3])[CH3:2].CCN=C=NCCCN(C)C.C1C=CC2N(O)N=NC=2C=1.CCN(C(C)C)C(C)C.[CH3:48][C:49]([NH2:53])([C:51]#[CH:52])[CH3:50]. Product: [CH:1]([NH:4][C:5]1[C:10]([C:11]([NH:53][C:49]([CH3:50])([C:51]#[CH:52])[CH3:48])=[O:13])=[CH:9][N:8]=[C:7]([C:14]([F:17])([F:16])[F:15])[N:6]=1)([CH3:2])[CH3:3]. The catalyst class is: 2.